This data is from Reaction yield outcomes from USPTO patents with 853,638 reactions. The task is: Predict the reaction yield, written as a fraction of the theoretical maximum amount of product (1.0 means a 100% yield; for example, 0.34 means a 34% yield). (1) The reactants are [CH3:1][O:2][CH2:3][C:4]1[CH:9]=[CH:8][CH:7]=[C:6]([CH2:10][O:11][CH3:12])[CH:5]=1.C([O-])(=O)C.[Na+].[Br:18]Br.S([O-])([O-])=O.[Na+].[Na+]. The catalyst is C(O)(=O)C. The product is [CH3:12][O:11][CH2:10][C:6]1[CH:5]=[C:4]([CH2:3][O:2][CH3:1])[CH:9]=[CH:8][C:7]=1[Br:18]. The yield is 0.297. (2) No catalyst specified. The reactants are [OH:1][C:2]([C:4](F)(F)F)=O.O[C:9](C(F)(F)F)=O.[OH:15][C:16]1[CH:17]=[CH:18][C:19]2[C:20]3[N:21]([CH2:37][CH2:38][N:39]=3)[C:22]([NH:28][C:29](=[O:36])[C:30]3[CH:35]=[CH:34][CH:33]=[N:32][CH:31]=3)=[N:23][C:24]=2[C:25]=1[O:26][CH3:27].[C:40](=[O:43])([O-])[O-].[Cs+].[Cs+].[CH3:46][N:47]([CH:49]=O)[CH3:48]. The product is [OH:1][C@H:2]([CH2:49][N:47]1[CH2:46][CH2:40][O:43][CH2:9][CH2:48]1)[CH2:4][O:15][C:16]1[CH:17]=[CH:18][C:19]2[C:20]3[N:21]([CH2:37][CH2:38][N:39]=3)[C:22]([NH:28][C:29]([C:30]3[CH:31]=[N:32][CH:33]=[CH:34][CH:35]=3)=[O:36])=[N:23][C:24]=2[C:25]=1[O:26][CH3:27]. The yield is 0.820. (3) The reactants are O1CC[CH2:3][CH2:2]1.[H-].[Na+].[C:8]([O:14][CH2:15][CH3:16])(=[O:13])[CH2:9][C:10]([O-:12])=[O:11].Cl[C:18]1[CH:23]=[C:22]([O:24][CH:25]2[CH2:34][CH2:33][C:28]3([O:32][CH2:31][CH2:30][O:29]3)[CH2:27][CH2:26]2)[N:21]=[C:20]([C:35]([F:38])([F:37])[F:36])[N:19]=1. The catalyst is C(=O)(O)[O-]. The product is [O:32]1[C:28]2([CH2:33][CH2:34][CH:25]([O:24][C:22]3[N:21]=[C:20]([C:35]([F:38])([F:37])[F:36])[N:19]=[C:18]([CH:9]([C:10]([O:12][CH2:2][CH3:3])=[O:11])[C:8]([O:14][CH2:15][CH3:16])=[O:13])[CH:23]=3)[CH2:26][CH2:27]2)[O:29][CH2:30][CH2:31]1. The yield is 0.900.